From a dataset of Forward reaction prediction with 1.9M reactions from USPTO patents (1976-2016). Predict the product of the given reaction. (1) Given the reactants [Li+].[OH-].C[O:4][C:5](=[O:28])[C@:6]([C:16]1[CH:21]=[CH:20][C:19]([C:22]2[CH:27]=[CH:26][CH:25]=[CH:24][CH:23]=2)=[CH:18][CH:17]=1)([CH3:15])[NH:7][C:8]([O:10][C:11]([CH3:14])([CH3:13])[CH3:12])=[O:9], predict the reaction product. The product is: [C:19]1([C:22]2[CH:23]=[CH:24][CH:25]=[CH:26][CH:27]=2)[CH:18]=[CH:17][C:16]([C@@:6]([C:5]([OH:28])=[O:4])([CH3:15])[NH:7][C:8]([O:10][C:11]([CH3:14])([CH3:12])[CH3:13])=[O:9])=[CH:21][CH:20]=1. (2) Given the reactants O[CH2:2][C@@H:3]([C@H:5]([C@@H]([C@@H](CO)O)O)O)O.[CH:22]1(N=C=N[CH:22]2[CH2:27][CH2:26][CH2:25][CH2:24][CH2:23]2)[CH2:27][CH2:26][CH2:25][CH2:24][CH2:23]1.[CH:28]([CH:31]1[CH2:36][CH2:35][CH:34]([CH3:37])[CH2:33][CH:32]1[O:38][C:39](/[CH:41]=[CH:42]/[C:43]([OH:45])=[O:44])=[O:40])([CH3:30])[CH3:29].[CH3:46]N(C=O)C, predict the reaction product. The product is: [C:43]([O:45][CH:22]1[CH:23]([CH:3]([CH3:5])[CH3:2])[CH2:24][CH2:25][CH:26]([CH3:46])[CH2:27]1)(=[O:44])/[CH:42]=[CH:41]/[C:39]([O:38][CH:32]1[CH:31]([CH:28]([CH3:29])[CH3:30])[CH2:36][CH2:35][CH:34]([CH3:37])[CH2:33]1)=[O:40]. (3) Given the reactants [CH2:1]([N:8]1[CH:12]=[C:11](/[CH:13]=[CH:14]/[C:15]([O:17][CH2:18][CH3:19])=[O:16])[C:10]([O:20]CC2C=CC=CC=2)=[N:9]1)[C:2]1[CH:7]=[CH:6][CH:5]=[CH:4][CH:3]=1.C(O)C, predict the reaction product. The product is: [CH2:1]([N:8]1[CH:12]=[C:11]([CH2:13][CH2:14][C:15]([O:17][CH2:18][CH3:19])=[O:16])[C:10]([OH:20])=[N:9]1)[C:2]1[CH:3]=[CH:4][CH:5]=[CH:6][CH:7]=1. (4) Given the reactants [OH:1][C:2]1[C:3](=[O:10])[CH:4]=[C:5]([CH2:8]O)[O:6][CH:7]=1.O=S(Cl)[Cl:13], predict the reaction product. The product is: [Cl:13][CH2:8][C:5]1[O:6][CH:7]=[C:2]([OH:1])[C:3](=[O:10])[CH:4]=1. (5) The product is: [N:1]1([C:6]2[CH:11]=[C:10]([CH:9]=[CH:8][N:7]=2)[CH:12]=[O:13])[CH:5]=[CH:4][CH:3]=[N:2]1. Given the reactants [N:1]1([C:6]2[CH:11]=[C:10]([CH2:12][OH:13])[CH:9]=[CH:8][N:7]=2)[CH:5]=[CH:4][CH:3]=[N:2]1, predict the reaction product. (6) Given the reactants Br[C:2]1[N:6]2[CH:7]=[CH:8][C:9]([C:11]([F:14])([F:13])[F:12])=[N:10][C:5]2=[N:4][CH:3]=1.[C:15]([C:17]1[CH:22]=[CH:21][CH:20]=[CH:19][C:18]=1[C:23]1[C:28]([F:29])=[CH:27][CH:26]=[C:25](B(O)O)[C:24]=1[F:33])#[N:16], predict the reaction product. The product is: [F:29][C:28]1[C:27]([C:2]2[N:6]3[CH:7]=[CH:8][C:9]([C:11]([F:14])([F:13])[F:12])=[N:10][C:5]3=[N:4][CH:3]=2)=[CH:26][CH:25]=[C:24]([F:33])[C:23]=1[C:18]1[C:17]([C:15]#[N:16])=[CH:22][CH:21]=[CH:20][CH:19]=1. (7) Given the reactants Cl[C:2]1[CH:3]=[CH:4][N:5]2[C:10]([CH:11]=1)=[CH:9][CH:8]=[C:7]([C:12]([O:14][CH2:15][CH3:16])=[O:13])[C:6]2=[O:17].[CH3:18][O:19][C:20]1[CH:25]=[CH:24][C:23](B(O)O)=[CH:22][CH:21]=1.[F-].[Cs+].CN(C=O)C, predict the reaction product. The product is: [CH3:18][O:19][C:20]1[CH:25]=[CH:24][C:23]([C:2]2[CH:3]=[CH:4][N:5]3[C:10]([CH:11]=2)=[CH:9][CH:8]=[C:7]([C:12]([O:14][CH2:15][CH3:16])=[O:13])[C:6]3=[O:17])=[CH:22][CH:21]=1.